From a dataset of Full USPTO retrosynthesis dataset with 1.9M reactions from patents (1976-2016). Predict the reactants needed to synthesize the given product. Given the product [CH3:16][C:14]([Si:17]([CH3:30])([CH3:29])[O:18][CH2:19][CH2:20][N:21]([CH2:22][C:23]1[CH:24]=[CH:25][CH:26]=[CH:27][CH:28]=1)[S:9]([C:3]1[CH:4]=[CH:5][C:6]([F:8])=[CH:7][C:2]=1[F:1])(=[O:11])=[O:10])([CH3:13])[CH3:15], predict the reactants needed to synthesize it. The reactants are: [F:1][C:2]1[CH:7]=[C:6]([F:8])[CH:5]=[CH:4][C:3]=1[S:9](Cl)(=[O:11])=[O:10].[CH3:13][C:14]([Si:17]([CH3:30])([CH3:29])[O:18][CH2:19][CH2:20][NH:21][CH2:22][C:23]1[CH:28]=[CH:27][CH:26]=[CH:25][CH:24]=1)([CH3:16])[CH3:15].[OH-].[Na+].